From a dataset of Catalyst prediction with 721,799 reactions and 888 catalyst types from USPTO. Predict which catalyst facilitates the given reaction. (1) Reactant: C(OC([N:8]1[CH2:13][CH2:12][CH:11]([C:14]2[CH:15]=[C:16]3[C:25](=[CH:26][C:27]=2[CH:28]2[CH2:30][CH2:29]2)[O:24][CH2:23][C:22]2[N:17]3[CH:18]([CH3:32])[C:19](=[O:31])[NH:20][N:21]=2)[CH2:10][CH2:9]1)=O)(C)(C)C.[F:33][C:34]([F:39])([F:38])[C:35]([OH:37])=[O:36]. Product: [F:33][C:34]([F:39])([F:38])[C:35]([OH:37])=[O:36].[CH:28]1([C:27]2[CH:26]=[C:25]3[C:16]([N:17]4[C:22]([CH2:23][O:24]3)=[N:21][NH:20][C:19](=[O:31])[CH:18]4[CH3:32])=[CH:15][C:14]=2[CH:11]2[CH2:12][CH2:13][NH:8][CH2:9][CH2:10]2)[CH2:29][CH2:30]1. The catalyst class is: 2. (2) Reactant: O=[C:2]1[CH2:6][O:5][CH2:4][CH:3]1[C:7]([O:9]C)=O.[NH2:11][C:12]([NH2:14])=[O:13].Cl. The catalyst class is: 5. Product: [NH:11]1[C:2]2[CH2:6][O:5][CH2:4][C:3]=2[C:7](=[O:9])[NH:14][C:12]1=[O:13]. (3) Reactant: C([O-])([O-])=O.[K+].[K+].[N+:7]([C:10]1[CH:11]=[C:12]([C:19]([F:22])([F:21])[F:20])[C:13]([CH2:16][C:17]#[N:18])=[N:14][CH:15]=1)([O-:9])=[O:8].[CH3:23]I. Product: [N+:7]([C:10]1[CH:11]=[C:12]([C:19]([F:22])([F:20])[F:21])[C:13]([CH:16]([CH3:23])[C:17]#[N:18])=[N:14][CH:15]=1)([O-:9])=[O:8]. The catalyst class is: 23. (4) Reactant: Br[CH2:2][C:3]([C:5]1[CH:10]=[CH:9][CH:8]=[C:7]([O:11][CH3:12])[CH:6]=1)=[O:4].[N:13]1[CH:18]=[CH:17][CH:16]=[CH:15][C:14]=1[C:19]1[C:20]([N:25]2[CH2:30][CH2:29][NH:28][CH2:27][CH2:26]2)=[N:21][CH:22]=[CH:23][CH:24]=1.C([O-])([O-])=O.[K+].[K+]. Product: [CH3:12][O:11][C:7]1[CH:6]=[C:5]([C:3](=[O:4])[CH2:2][N:28]2[CH2:29][CH2:30][N:25]([C:20]3[C:19]([C:14]4[CH:15]=[CH:16][CH:17]=[CH:18][N:13]=4)=[CH:24][CH:23]=[CH:22][N:21]=3)[CH2:26][CH2:27]2)[CH:10]=[CH:9][CH:8]=1. The catalyst class is: 10.